This data is from Full USPTO retrosynthesis dataset with 1.9M reactions from patents (1976-2016). The task is: Predict the reactants needed to synthesize the given product. (1) Given the product [O:26]=[C:24]([NH:1][C:2]1[N:10]=[C:9]2[C:5]([C:6]([C:18]3[CH:23]=[CH:22][N:21]=[CH:20][CH:19]=3)=[C:7]([C:11]3[CH:12]=[CH:13][C:14]([F:17])=[CH:15][CH:16]=3)[NH:8]2)=[CH:4][CH:3]=1)[CH3:25], predict the reactants needed to synthesize it. The reactants are: [NH2:1][C:2]1[N:10]=[C:9]2[C:5]([C:6]([C:18]3[CH:23]=[CH:22][N:21]=[CH:20][CH:19]=3)=[C:7]([C:11]3[CH:16]=[CH:15][C:14]([F:17])=[CH:13][CH:12]=3)[NH:8]2)=[CH:4][CH:3]=1.[C:24](OC(=O)C)(=[O:26])[CH3:25]. (2) Given the product [C:27]([CH2:26][C:22]1([N:20]2[CH:21]=[C:17]([C:16]3[CH:15]=[CH:14][N:13]=[C:12]4[NH:8][CH:9]=[CH:10][C:11]=34)[CH:18]=[N:19]2)[CH2:25][N:24]([C:32]2[CH:33]=[CH:34][C:35]([C:38]([NH:40][C:41]3([C:44]([F:47])([F:45])[F:46])[CH2:43][CH2:42]3)=[O:39])=[N:36][CH:37]=2)[CH2:23]1)#[N:28], predict the reactants needed to synthesize it. The reactants are: Cl.C[Si](C)(C)CCOC[N:8]1[C:12]2=[N:13][CH:14]=[CH:15][C:16]([C:17]3[CH:18]=[N:19][N:20]([C:22]4([CH2:26][C:27]#[N:28])[CH2:25][NH:24][CH2:23]4)[CH:21]=3)=[C:11]2[CH:10]=[CH:9]1.Br[C:32]1[CH:33]=[CH:34][C:35]([C:38]([NH:40][C:41]2([C:44]([F:47])([F:46])[F:45])[CH2:43][CH2:42]2)=[O:39])=[N:36][CH:37]=1.C(=O)([O-])[O-].[Cs+].[Cs+].C1C=CC(P(C2C=CC3C(=CC=CC=3)C=2C2C3C(=CC=CC=3)C=CC=2P(C2C=CC=CC=2)C2C=CC=CC=2)C2C=CC=CC=2)=CC=1. (3) Given the product [N:1]1([C:6]2[CH:14]=[C:10]([C:11]3[O:13][N:45]=[C:38]([C:39]4[CH:40]=[N:41][CH:42]=[CH:43][CH:44]=4)[N:37]=3)[CH:9]=[N:8][CH:7]=2)[CH:2]=[CH:3][CH:4]=[CH:5]1, predict the reactants needed to synthesize it. The reactants are: [N:1]1([C:6]2[CH:7]=[N:8][CH:9]=[C:10]([CH:14]=2)[C:11]([OH:13])=O)[CH:5]=[CH:4][CH:3]=[CH:2]1.Cl.CNCCCN=C=NCC.ON1C2C=CC=CC=2N=N1.O[N:37]=[C:38]([NH2:45])[C:39]1[CH:44]=[CH:43][CH:42]=[N:41][CH:40]=1. (4) Given the product [CH3:106][N:101]1[CH2:102][CH2:103][CH2:104][CH2:105]1.[NH2:1][C@H:2]([C:15]([N:17]([CH2:19][C:20]([NH:22][C@H:23]([C:27]([NH:29][C@H:30]([C:39]([NH:41][C@@H:42]([C:67]([NH:69][C@H:70]([C:81]([NH2:83])=[O:82])[CH2:71][C:72]1[C:80]2[C:75](=[CH:76][CH:77]=[CH:78][CH:79]=2)[NH:74][CH:73]=1)=[O:68])[CH2:43][C:44](=[O:66])[NH:45][NH:46][C:47]([C:60]1[CH:65]=[CH:64][CH:63]=[CH:62][CH:61]=1)([C:48]1[CH:49]=[CH:50][CH:51]=[CH:52][CH:53]=1)[C:54]1[CH:55]=[CH:56][CH:57]=[CH:58][CH:59]=1)=[O:40])[CH2:31][C:32](=[O:38])[O:33][C:34]([CH3:37])([CH3:36])[CH3:35])=[O:28])[C@@H:24]([CH3:26])[OH:25])=[O:21])[CH3:18])=[O:16])[CH2:3][CH2:4][CH2:5][NH:6][NH:7][C:8]([O:10][C:11]([CH3:13])([CH3:12])[CH3:14])=[O:9], predict the reactants needed to synthesize it. The reactants are: [NH2:1][C@H:2]([C:15]([N:17]([CH2:19][C:20]([NH:22][C@H:23]([C:27]([NH:29][C@H:30]([C:39]([NH:41][C@@H:42]([C:67]([NH:69][C@H:70]([C:81]([NH:83]C(OCC1C2C(=CC=CC=2)C2C1=CC=CC=2)=O)=[O:82])[CH2:71][C:72]1[C:80]2[C:75](=[CH:76][CH:77]=[CH:78][CH:79]=2)[NH:74][CH:73]=1)=[O:68])[CH2:43][C:44](=[O:66])[NH:45][NH:46][C:47]([C:60]1[CH:65]=[CH:64][CH:63]=[CH:62][CH:61]=1)([C:54]1[CH:59]=[CH:58][CH:57]=[CH:56][CH:55]=1)[C:48]1[CH:53]=[CH:52][CH:51]=[CH:50][CH:49]=1)=[O:40])[CH2:31][C:32](=[O:38])[O:33][C:34]([CH3:37])([CH3:36])[CH3:35])=[O:28])[C@@H:24]([CH3:26])[OH:25])=[O:21])[CH3:18])=[O:16])[CH2:3][CH2:4][CH2:5][NH:6][NH:7][C:8]([O:10][C:11]([CH3:14])([CH3:13])[CH3:12])=[O:9].[NH:101]1[CH2:106][CH2:105][CH2:104][CH2:103][CH2:102]1. (5) Given the product [Br:1][C:2]1[C:7]([O:8][CH2:22][C:23]2[CH:24]=[CH:25][C:26]([S:29]([NH2:32])(=[O:31])=[O:30])=[CH:27][CH:28]=2)=[C:6]([O:9][CH3:10])[C:5]([O:11][CH:12]([F:13])[F:14])=[CH:4][CH:3]=1, predict the reactants needed to synthesize it. The reactants are: [Br:1][C:2]1[C:7]([OH:8])=[C:6]([O:9][CH3:10])[C:5]([O:11][CH:12]([F:14])[F:13])=[CH:4][CH:3]=1.C(=O)([O-])[O-].[K+].[K+].Br[CH2:22][C:23]1[CH:28]=[CH:27][C:26]([S:29]([NH2:32])(=[O:31])=[O:30])=[CH:25][CH:24]=1.